This data is from Catalyst prediction with 721,799 reactions and 888 catalyst types from USPTO. The task is: Predict which catalyst facilitates the given reaction. (1) Reactant: [CH2:1]([O:7][C:8]1[CH:26]=[CH:25][C:11]([C:12]([NH:14][C:15]2[CH:24]=[CH:23][C:18]([C:19](OC)=[O:20])=[CH:17][CH:16]=2)=[O:13])=[CH:10][CH:9]=1)[CH2:2][CH2:3][CH2:4][CH2:5][CH3:6].O.[NH2:28][NH2:29]. Product: [CH2:1]([O:7][C:8]1[CH:26]=[CH:25][C:11]([C:12]([NH:14][C:15]2[CH:24]=[CH:23][C:18]([C:19]([NH:28][NH2:29])=[O:20])=[CH:17][CH:16]=2)=[O:13])=[CH:10][CH:9]=1)[CH2:2][CH2:3][CH2:4][CH2:5][CH3:6]. The catalyst class is: 14. (2) Reactant: [NH2:1][CH2:2][CH2:3][NH2:4].[C:5](C1CC(=O)N(O)C1=O)([O:7][CH2:8][C:9]1[CH:14]=[CH:13][CH:12]=[CH:11][CH:10]=1)=[O:6]. Product: [NH2:1][CH2:2][CH2:3][NH:4][C:5](=[O:6])[O:7][CH2:8][C:9]1[CH:14]=[CH:13][CH:12]=[CH:11][CH:10]=1. The catalyst class is: 146. (3) The catalyst class is: 15. Reactant: [F:1][C:2]1[CH:3]=[C:4]2[C:9](=[CH:10][CH:11]=1)[N:8]=[CH:7][CH:6]=[CH:5]2.[OH:12]O. Product: [F:1][C:2]1[CH:3]=[C:4]2[C:9](=[CH:10][CH:11]=1)[N+:8]([O-:12])=[CH:7][CH:6]=[CH:5]2. (4) Reactant: [OH:1][C@H:2]1[CH2:7][CH2:6][C@H:5]([NH:8][C:9]2[N:18]=[CH:17][C:16]3[C:11](=[C:12]([OH:20])[C:13]([CH3:19])=[CH:14][CH:15]=3)[N:10]=2)[CH2:4][CH2:3]1.C([O-])([O-])=O.[K+].[K+].[CH3:27][O:28][C:29](=[O:32])[CH2:30]Br. Product: [OH:1][C@H:2]1[CH2:3][CH2:4][C@H:5]([NH:8][C:9]2[N:18]=[CH:17][C:16]3[C:11](=[C:12]([O:20][CH2:30][C:29]([O:28][CH3:27])=[O:32])[C:13]([CH3:19])=[CH:14][CH:15]=3)[N:10]=2)[CH2:6][CH2:7]1. The catalyst class is: 18. (5) Reactant: [Cl:1][C:2]1[CH:3]=[C:4]([C@H:8]([NH:13][C:14]2[NH:15][C:16](=[O:23])[N:17]([CH2:21][CH3:22])[C:18](=[O:20])[CH:19]=2)[CH2:9][C:10]([OH:12])=O)[CH:5]=[CH:6][CH:7]=1. Product: [Cl:1][C:2]1[CH:3]=[C:4]([C@@H:8]2[NH:13][C:14]3[NH:15][C:16](=[O:23])[N:17]([CH2:21][CH3:22])[C:18](=[O:20])[C:19]=3[C:10](=[O:12])[CH2:9]2)[CH:5]=[CH:6][CH:7]=1. The catalyst class is: 1. (6) Reactant: I[C:2]1[C:10]2[C:5](=[CH:6][CH:7]=[C:8]([C:11]([O:13][CH3:14])=[O:12])[CH:9]=2)[N:4]([C:15]([O:17][C:18]([CH3:21])([CH3:20])[CH3:19])=[O:16])[CH:3]=1.C([Sn](CCCC)(CCCC)[C:27]1[N:32]=[C:31]([N:33]2[CH2:38][CH2:37][CH:36]([NH:39][C:40](=[O:46])[O:41][C:42]([CH3:45])([CH3:44])[CH3:43])[CH2:35][CH2:34]2)[CH:30]=[N:29][CH:28]=1)CCC. Product: [C:42]([O:41][C:40]([NH:39][CH:36]1[CH2:37][CH2:38][N:33]([C:31]2[N:32]=[C:27]([C:2]3[C:10]4[C:5](=[CH:6][CH:7]=[C:8]([C:11]([O:13][CH3:14])=[O:12])[CH:9]=4)[N:4]([C:15]([O:17][C:18]([CH3:21])([CH3:20])[CH3:19])=[O:16])[CH:3]=3)[CH:28]=[N:29][CH:30]=2)[CH2:34][CH2:35]1)=[O:46])([CH3:45])([CH3:43])[CH3:44]. The catalyst class is: 555. (7) Reactant: Cl[C:2]1[N:7]2[CH:8]=[CH:9][N:10]=[C:6]2[C:5]([O:11][CH2:12][C@@H:13]2[CH2:18][CH2:17][CH2:16][N:15]([CH3:19])[CH2:14]2)=[N:4][C:3]=1[C:20]1[CH:27]=[CH:26][C:23]([C:24]#[N:25])=[CH:22][CH:21]=1.P([O-])([O-])([O-])=O.[K+].[K+].[K+].CC1(C)C(C)(C)OB([C:44]2[CH:45]=[CH:46][C:47]([N:50]3[CH2:54][CH2:53][CH2:52][C:51]3=[O:55])=[N:48][CH:49]=2)O1. Product: [CH3:19][N:15]1[CH2:16][CH2:17][CH2:18][C@@H:13]([CH2:12][O:11][C:5]2[C:6]3[N:7]([CH:8]=[CH:9][N:10]=3)[C:2]([C:44]3[CH:49]=[N:48][C:47]([N:50]4[CH2:54][CH2:53][CH2:52][C:51]4=[O:55])=[CH:46][CH:45]=3)=[C:3]([C:20]3[CH:27]=[CH:26][C:23]([C:24]#[N:25])=[CH:22][CH:21]=3)[N:4]=2)[CH2:14]1. The catalyst class is: 38.